From a dataset of Catalyst prediction with 721,799 reactions and 888 catalyst types from USPTO. Predict which catalyst facilitates the given reaction. (1) Reactant: [CH3:1][O:2][C:3]([C@@H:5]([N:13]1[CH2:21][C:17]2[CH:18]=[CH:19][S:20][C:16]=2[CH2:15][CH2:14]1)[C:6]1[CH:7]=[CH:8][CH:9]=[CH:10][C:11]=1[Cl:12])=[O:4].C(O)(=O)C.C[Si](C)(C)[Cl:28]. Product: [CH3:1][O:2][C:3]([C@@H:5]([N:13]1[CH2:21][C:17]2[CH:18]=[CH:19][S:20][C:16]=2[CH2:15][CH2:14]1)[C:6]1[C:11]([Cl:12])=[CH:10][CH:9]=[CH:8][CH:7]=1)=[O:4].[ClH:28]. The catalyst class is: 21. (2) Reactant: C(O)(C(F)(F)F)=O.C(OC(=O)[NH:14][CH2:15][C:16](=[O:35])[N:17]1[CH2:22][CH2:21][N:20]([C:23](=[O:34])[C:24]2[CH:29]=[CH:28][CH:27]=[CH:26][C:25]=2[C:30]([F:33])([F:32])[F:31])[CH2:19][CH2:18]1)(C)(C)C. Product: [NH2:14][CH2:15][C:16]([N:17]1[CH2:18][CH2:19][N:20]([C:23](=[O:34])[C:24]2[CH:29]=[CH:28][CH:27]=[CH:26][C:25]=2[C:30]([F:33])([F:31])[F:32])[CH2:21][CH2:22]1)=[O:35]. The catalyst class is: 2. (3) Reactant: C[O:2][C:3](=[O:15])[CH2:4][C:5]1[C:10]([C:11]#[N:12])=[CH:9][C:8]([F:13])=[C:7]([Cl:14])[N:6]=1.Cl. Product: [Cl:14][C:7]1[N:6]=[C:5]([CH2:4][C:3]([OH:15])=[O:2])[C:10]([C:11]#[N:12])=[CH:9][C:8]=1[F:13]. The catalyst class is: 12. (4) Reactant: C([C:5]1[N:10]=[C:9]([O:11][C:12]2[C:17]([CH3:18])=[CH:16][C:15]([CH3:19])=[CH:14][C:13]=2[CH3:20])[C:8]([C:21]([NH:23][S:24]([C:26]2[CH:31]=[CH:30][CH:29]=[C:28]([F:32])[N:27]=2)=[O:25])=[O:22])=[CH:7][CH:6]=1)(C)(C)C.ClOC(C)(C)C.C[Si](C)(C)[NH:41][Si](C)(C)C. Product: [F:32][C:28]1[N:27]=[C:26]([S:24]([NH:23][C:21](=[O:22])[C:8]2[CH:7]=[CH:6][CH:5]=[N:10][C:9]=2[O:11][C:12]2[C:17]([CH3:18])=[CH:16][C:15]([CH3:19])=[CH:14][C:13]=2[CH3:20])(=[NH:41])=[O:25])[CH:31]=[CH:30][CH:29]=1. The catalyst class is: 4. (5) Reactant: O.CCN=C=NCCCN(C)C.[CH:13]([C:16]1[N:20]=[C:19]([N:21]2[CH2:26][CH2:25][CH:24]([CH2:27][CH2:28][CH2:29][O:30][C:31]3[CH:39]=[CH:38][C:34]([C:35](O)=[O:36])=[C:33]([CH3:40])[CH:32]=3)[CH2:23][CH2:22]2)[O:18][N:17]=1)([CH3:15])[CH3:14].[C:41]([O:45][C:46](=[O:54])[NH:47][CH2:48][C@H:49]1[CH2:53][CH2:52][CH2:51][NH:50]1)([CH3:44])([CH3:43])[CH3:42]. Product: [C:41]([O:45][C:46](=[O:54])[NH:47][CH2:48][C@H:49]1[CH2:53][CH2:52][CH2:51][N:50]1[C:35](=[O:36])[C:34]1[CH:38]=[CH:39][C:31]([O:30][CH2:29][CH2:28][CH2:27][CH:24]2[CH2:23][CH2:22][N:21]([C:19]3[O:18][N:17]=[C:16]([CH:13]([CH3:14])[CH3:15])[N:20]=3)[CH2:26][CH2:25]2)=[CH:32][C:33]=1[CH3:40])([CH3:44])([CH3:42])[CH3:43]. The catalyst class is: 1. (6) Reactant: [Br:1][C:2]1[N:7]=[C:6]([CH:8]=O)[C:5]([N:10]2[CH2:15][C@H:14]([CH3:16])[O:13][C@H:12]([CH3:17])[CH2:11]2)=[C:4]([Cl:18])[C:3]=1[F:19].[NH:20]1[C:27](=[O:28])[CH2:26][C:24](=[O:25])[NH:23][C:21]1=[O:22]. Product: [Br:1][C:2]1[N:7]=[C:6]2[C:5](=[C:4]([Cl:18])[C:3]=1[F:19])[N:10]1[CH2:15][C@@H:14]([CH3:16])[O:13][C@@H:12]([CH3:17])[C@@H:11]1[C:26]1([C:24](=[O:25])[NH:23][C:21](=[O:22])[NH:20][C:27]1=[O:28])[CH2:8]2. The catalyst class is: 313. (7) Reactant: [CH2:1]([C:3]1[CH:8]=[C:7]([OH:9])[CH:6]=[CH:5][C:4]=1[C:10]1[N:14]=[C:13]([C:15]2[CH:16]=[CH:17][C:18]([O:23][CH:24]([CH3:26])[CH3:25])=[C:19]([CH:22]=2)[C:20]#[N:21])[O:12][N:11]=1)[CH3:2].C(=O)([O-])[O-].[K+].[K+].[Br:33][CH2:34][CH2:35][CH2:36][CH2:37]Br. Product: [Br:33][CH2:34][CH2:35][CH2:36][CH2:37][O:9][C:7]1[CH:6]=[CH:5][C:4]([C:10]2[N:14]=[C:13]([C:15]3[CH:16]=[CH:17][C:18]([O:23][CH:24]([CH3:25])[CH3:26])=[C:19]([CH:22]=3)[C:20]#[N:21])[O:12][N:11]=2)=[C:3]([CH2:1][CH3:2])[CH:8]=1. The catalyst class is: 42.